This data is from Full USPTO retrosynthesis dataset with 1.9M reactions from patents (1976-2016). The task is: Predict the reactants needed to synthesize the given product. Given the product [CH3:15][C:16]1[C:21]([CH:22]2[CH2:26][CH2:25][CH2:24][CH2:23]2)=[C:20]([N:5]2[CH2:6][CH2:7][CH:2]([CH3:1])[CH2:3][CH2:4]2)[N:19]2[N:28]=[CH:29][N:30]=[C:18]2[N:17]=1, predict the reactants needed to synthesize it. The reactants are: [CH3:1][CH:2]1[CH2:7][CH2:6][NH:5][CH2:4][CH2:3]1.C(N(CC)CC)C.[CH3:15][C:16]1[C:21]([CH:22]2[CH2:26][CH2:25][CH2:24][CH2:23]2)=[C:20](Cl)[N:19]2[N:28]=[CH:29][N:30]=[C:18]2[N:17]=1.